Dataset: Forward reaction prediction with 1.9M reactions from USPTO patents (1976-2016). Task: Predict the product of the given reaction. Given the reactants C[O:2][C:3](=[O:31])[CH:4]([NH:16][C:17]1[CH:22]=[CH:21][CH:20]=[CH:19][C:18]=1[C:23](=[O:30])[C:24]1[CH:29]=[CH:28][CH:27]=[CH:26][CH:25]=1)[CH2:5][C:6]1[CH:11]=[CH:10][C:9]([O:12][CH2:13][CH2:14]Br)=[CH:8][CH:7]=1.[CH:32]1[C:44]2[NH:43][C:42]3[C:37](=[CH:38][CH:39]=[CH:40][CH:41]=3)[C:36]=2[CH:35]=[CH:34][CH:33]=1.[OH-].[Na+], predict the reaction product. The product is: [C:23]([C:18]1[CH:19]=[CH:20][CH:21]=[CH:22][C:17]=1[NH:16][CH:4]([CH2:5][C:6]1[CH:11]=[CH:10][C:9]([O:12][CH2:13][CH2:14][C:41]2[C:42]3[NH:43][C:44]4[C:36](=[CH:35][CH:34]=[CH:33][CH:32]=4)[C:37]=3[CH:38]=[CH:39][CH:40]=2)=[CH:8][CH:7]=1)[C:3]([OH:2])=[O:31])(=[O:30])[C:24]1[CH:25]=[CH:26][CH:27]=[CH:28][CH:29]=1.